Dataset: Catalyst prediction with 721,799 reactions and 888 catalyst types from USPTO. Task: Predict which catalyst facilitates the given reaction. (1) Reactant: [Br-].[N:11]1[C:19]2[CH:18]=[CH:3][CH:16]=[CH:15][C:14]=2N[CH:3]=1.[NH:11]1[C:19]2[C:14](=[CH:15][CH:16]=C[CH:18]=2)C=N1.[N+:20](NC1C=CC=CC=1)([O-:22])=[O:21].Br[CH2:31][C:32](Cl)=[O:33].[CH2:35]([N:37]([CH2:40][CH3:41])[CH2:38][CH3:39])C.[CH3:42][C:43]([N:45]([CH3:47])[CH3:46])=O. Product: [CH:38]([N:37]1[CH2:40][CH2:41][C:32]2([O:33][CH2:42][CH2:43][N:45]([C:47]3[CH:16]=[CH:15][C:14]([N+:20]([O-:22])=[O:21])=[C:19]([NH2:11])[CH:18]=3)[CH2:46]2)[CH2:31][CH2:35]1)([CH3:3])[CH3:39]. The catalyst class is: 1. (2) Reactant: C(OC([N:8]1[CH2:13][CH2:12][N:11]([C:14]([C:16]2[NH:17][C:18]3[C:23]([CH:24]=2)=[CH:22][C:21]([O:25][CH:26]2[CH2:31][CH2:30][N:29]([CH:32]([CH3:34])[CH3:33])[CH2:28][CH2:27]2)=[C:20]([Cl:35])[CH:19]=3)=[O:15])[CH2:10][CH2:9]1)=O)(C)(C)C.FC(F)(F)C(O)=O. Product: [Cl:35][C:20]1[CH:19]=[C:18]2[C:23]([CH:24]=[C:16]([C:14]([N:11]3[CH2:12][CH2:13][NH:8][CH2:9][CH2:10]3)=[O:15])[NH:17]2)=[CH:22][C:21]=1[O:25][CH:26]1[CH2:27][CH2:28][N:29]([CH:32]([CH3:34])[CH3:33])[CH2:30][CH2:31]1. The catalyst class is: 4. (3) The catalyst class is: 14. Reactant: [N:1]1([C:6]2[CH:7]=[C:8]([CH:13]=[CH:14][N:15]=2)[C:9](OC)=[O:10])[CH:5]=[CH:4][CH:3]=[N:2]1.[BH4-].[Na+]. Product: [N:1]1([C:6]2[CH:7]=[C:8]([CH2:9][OH:10])[CH:13]=[CH:14][N:15]=2)[CH:5]=[CH:4][CH:3]=[N:2]1. (4) Product: [C:6]([C:5]1[CH:8]=[CH:9][C:2]([I:1])=[C:3]([O:10][CH3:11])[CH:4]=1)#[CH:12]. Reactant: [I:1][C:2]1[CH:9]=[CH:8][C:5]([CH:6]=O)=[CH:4][C:3]=1[O:10][CH3:11].[C:12](=O)([O-])[O-].[K+].[K+].COP(C(=[N+]=[N-])C(=O)C)(=O)OC. The catalyst class is: 5. (5) Reactant: [CH3:1][O:2][C:3]1[CH:8]=[CH:7][C:6]([CH:9]=[CH:10][CH2:11][CH2:12][CH2:13][CH2:14][CH2:15][O:16][C:17]2[CH:22]=[CH:21][CH:20]=[CH:19][CH:18]=2)=[CH:5][CH:4]=1. Product: [CH3:1][O:2][C:3]1[CH:8]=[CH:7][C:6]([CH2:9][CH2:10][CH2:11][CH2:12][CH2:13][CH2:14][CH2:15][O:16][C:17]2[CH:18]=[CH:19][CH:20]=[CH:21][CH:22]=2)=[CH:5][CH:4]=1. The catalyst class is: 99. (6) Reactant: [OH:1][CH:2]1[CH2:7][CH2:6][N:5]([C:8]2[CH:9]=[N:10][C:11]3[C:16]([CH:17]=2)=[CH:15][C:14]([S:18][C:19]2[N:23]4[CH:24]=[C:25]([C:28](=O)[CH3:29])[CH:26]=[CH:27][C:22]4=[N:21][N:20]=2)=[CH:13][CH:12]=3)[CH2:4][CH2:3]1.[NH2:31][O:32][CH2:33][CH2:34][OH:35].Cl. Product: [OH:35][CH2:34][CH2:33][O:32]/[N:31]=[C:28](/[C:25]1[CH:26]=[CH:27][C:22]2[N:23]([C:19]([S:18][C:14]3[CH:15]=[C:16]4[C:11](=[CH:12][CH:13]=3)[N:10]=[CH:9][C:8]([N:5]3[CH2:6][CH2:7][CH:2]([OH:1])[CH2:3][CH2:4]3)=[CH:17]4)=[N:20][N:21]=2)[CH:24]=1)\[CH3:29]. The catalyst class is: 5. (7) Reactant: [N+:1]([C:4]1[CH:5]=[C:6]([NH:10][C:11]2[N:18]=[CH:17][CH:16]=[CH:15][C:12]=2[CH:13]=O)[CH:7]=[CH:8][CH:9]=1)([O-:3])=[O:2].[N:19]1[CH:24]=[CH:23][C:22]([CH2:25][CH2:26][CH2:27][CH2:28][CH2:29][C:30](OC)=[O:31])=[CH:21][CH:20]=1.[Li+].CC([N-]C(C)C)C. Product: [N+:1]([C:4]1[CH:5]=[C:6]([N:10]2[C:11]3[C:12](=[CH:15][CH:16]=[CH:17][N:18]=3)[CH:13]=[C:29]([CH2:28][CH2:27][CH2:26][CH2:25][C:22]3[CH:21]=[CH:20][N:19]=[CH:24][CH:23]=3)[C:30]2=[O:31])[CH:7]=[CH:8][CH:9]=1)([O-:3])=[O:2]. The catalyst class is: 3. (8) Reactant: [CH3:1][O:2][N:3]([CH3:14])[C:4]([C:6]1[CH:10]=[C:9]([N+:11]([O-])=O)[NH:8][N:7]=1)=[O:5]. Product: [NH2:11][C:9]1[NH:8][N:7]=[C:6]([C:4]([N:3]([O:2][CH3:1])[CH3:14])=[O:5])[CH:10]=1. The catalyst class is: 83. (9) Reactant: [CH3:1][C:2]1[CH:7]=[CH:6][C:5]([S:8]([O-:11])(=[O:10])=[O:9])=[CH:4][CH:3]=1.[CH3:12][N+:13]1[C:22]2[C:17](=[CH:18][CH:19]=[CH:20][CH:21]=2)[C:16]([CH3:23])=[CH:15][CH:14]=1.[CH3:24][N:25]1[C:29]2=[CH:30][C:31]3[C:32]([CH3:42])([CH3:41])[C:33](=[CH:38][CH:39]=O)[N:34]([CH3:37])[C:35]=3[CH:36]=[C:28]2[C:27]([CH3:44])([CH3:43])[C:26]1=[CH:45][CH:46]=O. Product: [CH3:1][C:2]1[CH:3]=[CH:4][C:5]([S:8]([O-:11])(=[O:10])=[O:9])=[CH:6][CH:7]=1.[CH3:1][C:2]1[CH:3]=[CH:4][C:5]([S:8]([O-:11])(=[O:10])=[O:9])=[CH:6][CH:7]=1.[CH3:24][N:25]1[C:29]2=[CH:30][C:31]3[C:32]([CH3:42])([CH3:41])[C:33](=[CH:38][CH:39]=[CH:21][CH:22]4[CH:17]=[CH2+:1][C:2]5[C:7](=[CH:6][CH:5]=[CH:4][CH:3]=5)[N:13]4[CH3:12])[N:34]([CH3:37])[C:35]=3[CH:36]=[C:28]2[C:27]([CH3:44])([CH3:43])[C:26]1=[CH:45][CH:46]=[CH:23][C:16]1[C:17]2[C:22](=[CH:21][CH:20]=[CH:19][CH:18]=2)[N+:13]([CH3:12])=[CH:14][CH:15]=1. The catalyst class is: 152.